From a dataset of Reaction yield outcomes from USPTO patents with 853,638 reactions. Predict the reaction yield, written as a fraction of the theoretical maximum amount of product (1.0 means a 100% yield; for example, 0.34 means a 34% yield). (1) The reactants are [C:1]1([CH2:14][C@H:15](O)[CH3:16])[C:9]2[C:8]3[CH:10]=[CH:11][CH2:12][O:13][C:7]=3[CH:6]=[CH:5][C:4]=2[NH:3][N:2]=1.C(N(CC)CC)C.CS(OS(C)(=O)=O)(=O)=O.[N-:34]=[N+:35]=[N-:36].[Na+]. The catalyst is C1COCC1. The product is [N:34]([C@@H:15]([CH3:16])[CH2:14][C:1]1[C:9]2[C:8]3[CH:10]=[CH:11][CH2:12][O:13][C:7]=3[CH:6]=[CH:5][C:4]=2[NH:3][N:2]=1)=[N+:35]=[N-:36]. The yield is 0.510. (2) The reactants are [NH:1]1[CH:5]=[C:4]([C:6]#[N:7])[N:3]=[CH:2]1.F[C:9]1[CH:14]=[CH:13][C:12]([N+:15]([O-:17])=[O:16])=[CH:11][C:10]=1[O:18][CH3:19].C([O-])([O-])=O.[K+].[K+]. The catalyst is CN(C=O)C.CCOC(C)=O. The product is [CH3:19][O:18][C:10]1[CH:11]=[C:12]([N+:15]([O-:17])=[O:16])[CH:13]=[CH:14][C:9]=1[N:1]1[CH:5]=[C:4]([C:6]#[N:7])[N:3]=[CH:2]1. The yield is 0.890. (3) The reactants are [CH2:1]([C:3]1[C:11]([CH3:12])=[C:10]2[C:6]([C:7](=[O:13])[O:8][CH2:9]2)=[C:5]([O:14][CH2:15][CH2:16][Si:17]([CH3:20])([CH3:19])[CH3:18])[C:4]=1CC=O)[CH3:2].C1(P(C2C=CC=CC=2)(C2C=CC=CC=2)=C(C)C=[O:33])C=CC=CC=1.[C:47]1([CH3:53])[CH:52]=CC=[CH:49][CH:48]=1. No catalyst specified. The product is [CH2:1]([C:3]1[C:11]([CH3:12])=[C:10]2[C:6]([C:7](=[O:13])[O:8][CH2:9]2)=[C:5]([O:14][CH2:15][CH2:16][Si:17]([CH3:18])([CH3:19])[CH3:20])[C:4]=1[CH2:49][CH:48]=[C:47]([CH3:53])[CH:52]=[O:33])[CH3:2]. The yield is 0.770.